This data is from Catalyst prediction with 721,799 reactions and 888 catalyst types from USPTO. The task is: Predict which catalyst facilitates the given reaction. (1) Reactant: [O:1]1[CH2:6][CH2:5][CH2:4][O:3][CH:2]1[C:7]1[CH:8]=[C:9]2[C:14](=[CH:15][CH:16]=1)[NH:13][C:12](=O)[CH2:11][CH2:10]2.[H-].[Al+3].[Li+].[H-].[H-].[H-]. Product: [O:1]1[CH2:6][CH2:5][CH2:4][O:3][CH:2]1[C:7]1[CH:8]=[C:9]2[C:14](=[CH:15][CH:16]=1)[NH:13][CH2:12][CH2:11][CH2:10]2. The catalyst class is: 7. (2) Reactant: [NH:1]1[C:9]2[C:4](=[C:5]([NH:10][C:11]3[N:23]=[CH:22][C:21]([CH:24]4[CH2:26][CH2:25]4)=[CH:20][C:12]=3[C:13]([O:15][C:16]([CH3:19])([CH3:18])[CH3:17])=[O:14])[CH:6]=[CH:7][CH:8]=2)[CH:3]=[CH:2]1.CC(C)([O-])C.[K+].Br[CH2:34][CH2:35][CH2:36][O:37][CH3:38].O. Product: [CH:24]1([C:21]2[CH:22]=[N:23][C:11]([NH:10][C:5]3[CH:6]=[CH:7][CH:8]=[C:9]4[C:4]=3[CH:3]=[CH:2][N:1]4[CH2:34][CH2:35][CH2:36][O:37][CH3:38])=[C:12]([CH:20]=2)[C:13]([O:15][C:16]([CH3:18])([CH3:19])[CH3:17])=[O:14])[CH2:26][CH2:25]1. The catalyst class is: 42. (3) Reactant: [CH2:1]([C@@H:5]1[NH:10][CH2:9][C@H:8]([CH2:11][CH:12]([CH3:14])[CH3:13])[NH:7][C:6]1=[O:15])[CH:2]([CH3:4])[CH3:3].C1C=CC2N(O)N=NC=2C=1.[O:26]([C:33]1[CH:41]=[CH:40][C:36]([C:37](O)=[O:38])=[CH:35][CH:34]=1)[C:27]1[CH:32]=[CH:31][CH:30]=[CH:29][CH:28]=1.C(Cl)CCl.CCN(C(C)C)C(C)C. Product: [CH2:1]([C@@H:5]1[N:10]([C:37](=[O:38])[C:36]2[CH:35]=[CH:34][C:33]([O:26][C:27]3[CH:32]=[CH:31][CH:30]=[CH:29][CH:28]=3)=[CH:41][CH:40]=2)[CH2:9][C@H:8]([CH2:11][CH:12]([CH3:14])[CH3:13])[NH:7][C:6]1=[O:15])[CH:2]([CH3:4])[CH3:3]. The catalyst class is: 23. (4) Reactant: [Cl:1][C:2]1[CH:3]=[C:4]([CH:8]=[C:9]([Cl:26])[C:10]=1[N:11]([CH2:19][C:20]1[CH:25]=[CH:24][CH:23]=[CH:22][CH:21]=1)[CH2:12][C:13]1[CH:18]=[CH:17][CH:16]=[CH:15][CH:14]=1)[C:5](O)=[O:6].O1CCCC1.B.CO. Product: [Cl:1][C:2]1[CH:3]=[C:4]([CH2:5][OH:6])[CH:8]=[C:9]([Cl:26])[C:10]=1[N:11]([CH2:12][C:13]1[CH:14]=[CH:15][CH:16]=[CH:17][CH:18]=1)[CH2:19][C:20]1[CH:25]=[CH:24][CH:23]=[CH:22][CH:21]=1. The catalyst class is: 1. (5) Product: [F:11][C:12]1([F:20])[CH2:17][CH2:16][CH:15]([CH:18]=[O:19])[CH2:14][CH2:13]1. The catalyst class is: 2. Reactant: CS(C)=O.C(Cl)(=O)C(Cl)=O.[F:11][C:12]1([F:20])[CH2:17][CH2:16][CH:15]([CH2:18][OH:19])[CH2:14][CH2:13]1.CCN(CC)CC. (6) Reactant: [O:1]1[CH2:6][CH2:5][N:4]([C:7]([C:9]2[CH:17]=[CH:16][C:12]([C:13]([OH:15])=O)=[CH:11][CH:10]=2)=[O:8])[CH2:3][CH2:2]1.C(N1C=CN=C1)([N:20]1C=CN=C1)=O.N[C@H]1C[C:35]([N:37]2[CH2:42][CH2:41][N:40](C)[CH2:39][CH2:38]2)=COC1.[O:44]1[C:49]2[CH:50]=[CH:51][CH:52]=[CH:53][C:48]=2[CH:47]=[CH:46][CH2:45]1. Product: [CH3:35][N:37]1[CH2:42][CH2:41][N:40]([C:53]2[C:48]3[CH2:47][C@H:46]([NH:20][C:13](=[O:15])[C:12]4[CH:11]=[CH:10][C:9]([C:7]([N:4]5[CH2:3][CH2:2][O:1][CH2:6][CH2:5]5)=[O:8])=[CH:17][CH:16]=4)[CH2:45][O:44][C:49]=3[CH:50]=[CH:51][CH:52]=2)[CH2:39][CH2:38]1. The catalyst class is: 9. (7) Reactant: Cl[C:2](Cl)([O:4]C(=O)OC(Cl)(Cl)Cl)Cl.[NH:13]1[CH2:17][CH2:16][NH:15][C:14]1=[O:18].[CH3:19][N:20]1[CH:24]=[C:23]([C:25]2[CH:30]=[C:29]([O:31][C:32]3[CH:33]=[CH:34][C:35]([NH2:38])=[N:36][CH:37]=3)[CH:28]=[CH:27][N:26]=2)[CH:22]=[N:21]1. Product: [CH3:19][N:20]1[CH:24]=[C:23]([C:25]2[CH:30]=[C:29]([O:31][C:32]3[CH:33]=[CH:34][C:35]([NH:38][C:2]([N:13]4[CH2:17][CH2:16][NH:15][C:14]4=[O:18])=[O:4])=[N:36][CH:37]=3)[CH:28]=[CH:27][N:26]=2)[CH:22]=[N:21]1. The catalyst class is: 23. (8) Product: [CH3:1][C:2]1([CH3:10])[CH2:7][CH2:6][CH2:5][CH2:4][CH:3]1[CH2:8][NH:15][C:14]1[CH:16]=[CH:17][CH:18]=[C:12]([F:11])[CH:13]=1. Reactant: [CH3:1][C:2]1([CH3:10])[CH2:7][CH2:6][CH2:5][CH2:4][CH:3]1[CH:8]=O.[F:11][C:12]1[CH:13]=[C:14]([CH:16]=[CH:17][CH:18]=1)[NH2:15].C(O)(=O)C.C([BH3-])#N.[Na+]. The catalyst class is: 5. (9) Reactant: [C:1]([O:5][C:6]([NH:8][C@H:9]([CH2:17][O:18][Si:19]([C:22]([CH3:25])([CH3:24])[CH3:23])([CH3:21])[CH3:20])[CH2:10][C:11]([CH3:16])([CH3:15])[C:12](O)=[O:13])=[O:7])([CH3:4])([CH3:3])[CH3:2].ClC(OCC(C)C)=O.[BH4-].[Na+]. Product: [Si:19]([O:18][CH2:17][C@@H:9]([NH:8][C:6](=[O:7])[O:5][C:1]([CH3:4])([CH3:3])[CH3:2])[CH2:10][C:11]([CH3:15])([CH3:16])[CH2:12][OH:13])([C:22]([CH3:23])([CH3:24])[CH3:25])([CH3:21])[CH3:20]. The catalyst class is: 20. (10) Reactant: [S:1]1[CH2:5][C:4](=[O:6])[NH:3][C:2]1=[O:7].[Br:8][CH2:9][CH2:10]O.C1(P(C2C=CC=CC=2)C2C=CC=CC=2)C=CC=CC=1.CC(OC(/N=N/C(OC(C)C)=O)=O)C. Product: [Br:8][CH2:9][CH2:10][N:3]1[C:4](=[O:6])[CH2:5][S:1][C:2]1=[O:7]. The catalyst class is: 7.